Dataset: Catalyst prediction with 721,799 reactions and 888 catalyst types from USPTO. Task: Predict which catalyst facilitates the given reaction. (1) Reactant: [F:1][C:2]1[CH:36]=[C:35]([NH:37][C:38]([NH:40][CH:41]([CH3:43])[CH3:42])=[O:39])[CH:34]=[CH:33][C:3]=1[O:4][C:5]1[CH:10]=[CH:9][N:8]=[C:7]2[CH:11]=[C:12]([C:14]3[N:15]([CH3:32])[C:16]([CH2:19][N:20]([CH2:28][CH2:29][O:30][CH3:31])C(=O)OC(C)(C)C)=[CH:17][N:18]=3)[S:13][C:6]=12.C(O)(C(F)(F)F)=O. Product: [F:1][C:2]1[CH:36]=[C:35]([NH:37][C:38]([NH:40][CH:41]([CH3:43])[CH3:42])=[O:39])[CH:34]=[CH:33][C:3]=1[O:4][C:5]1[CH:10]=[CH:9][N:8]=[C:7]2[CH:11]=[C:12]([C:14]3[N:15]([CH3:32])[C:16]([CH2:19][NH:20][CH2:28][CH2:29][O:30][CH3:31])=[CH:17][N:18]=3)[S:13][C:6]=12. The catalyst class is: 2. (2) Reactant: [NH:1]1[C:9]2[C:4](=[CH:5][CH:6]=[C:7]([CH:10]=[O:11])[CH:8]=2)[CH:3]=[N:2]1.CC([O-])(C)C.[K+].[CH3:18][O:19][C:20]1[CH:25]=[CH:24][C:23]([CH2:26]Cl)=[CH:22][CH:21]=1. Product: [CH3:18][O:19][C:20]1[CH:25]=[CH:24][C:23]([CH2:26][N:1]2[C:9]3[C:4](=[CH:5][CH:6]=[C:7]([CH:10]=[O:11])[CH:8]=3)[CH:3]=[N:2]2)=[CH:22][CH:21]=1. The catalyst class is: 3. (3) Reactant: N12CCCN=C1CCCCC2.[CH2:12]=[C:13]([CH2:18][C:19]([O:21][CH3:22])=[O:20])[C:14]([O:16][CH3:17])=[O:15].[I:23][C:24]1[CH:25]=[N:26][NH:27][CH:28]=1. Product: [I:23][C:24]1[CH:25]=[N:26][N:27]([CH2:12][CH:13]([CH2:18][C:19]([O:21][CH3:22])=[O:20])[C:14]([O:16][CH3:17])=[O:15])[CH:28]=1. The catalyst class is: 47. (4) Reactant: [Cl:1][C:2]1[CH:7]=[C:6]([N:8]([CH3:10])[CH3:9])[CH:5]=[CH:4][C:3]=1[OH:11].[NH:12]1[CH2:16][CH2:15][CH2:14][CH2:13]1.[CH2:17]=O. Product: [Cl:1][C:2]1[CH:7]=[C:6]([N:8]([CH3:9])[CH3:10])[CH:5]=[C:4]([CH2:17][N:12]2[CH2:16][CH2:15][CH2:14][CH2:13]2)[C:3]=1[OH:11]. The catalyst class is: 40. (5) Reactant: [H-].[Na+].[C:3]([O:7][C:8](=[O:16])/[CH:9]=[CH:10]/[C:11]1[CH:15]=[CH:14][NH:13][CH:12]=1)([CH3:6])([CH3:5])[CH3:4].[Br:17][CH2:18][C:19]1[CH:24]=[CH:23][C:22]([S:25](Cl)(=[O:27])=[O:26])=[CH:21][CH:20]=1.O. Product: [C:3]([O:7][C:8](=[O:16])/[CH:9]=[CH:10]/[C:11]1[CH:15]=[CH:14][N:13]([S:25]([C:22]2[CH:21]=[CH:20][C:19]([CH2:18][Br:17])=[CH:24][CH:23]=2)(=[O:26])=[O:27])[CH:12]=1)([CH3:6])([CH3:4])[CH3:5]. The catalyst class is: 1.